Dataset: Catalyst prediction with 721,799 reactions and 888 catalyst types from USPTO. Task: Predict which catalyst facilitates the given reaction. (1) Reactant: [C:1]([N:8]1[CH:12]=[CH:11][N:10]=C1)([N:3]1[CH:7]=[CH:6][N:5]=[CH:4]1)=[O:2].[NH2:13][CH2:14][CH2:15][NH:16][C:17](=[O:23])OC(C)(C)C.NCCNC1[CH2:31][CH:30]([CH2:32][C:33]([NH:35][C@H:36]([B:49]2[O:57]C3C(C)(C4CC(C3)C4(C)C)[O:50]2)[CH2:37][C:38]2[C:39](OC)=[C:40]([CH:44]=[CH:45][CH:46]=2)[C:41]([OH:43])=[O:42])=[O:34])[CH2:29]1.O. Product: [NH2:10][CH2:11][CH2:12][NH:8][C:1](=[O:2])[N:3]([CH:4]1[CH2:29][CH:30]([CH2:32][C:33]([NH:35][C@H:36]2[CH2:37][C:38]3[CH:46]=[CH:45][CH:44]=[C:40]([C:41]([OH:43])=[O:42])[C:39]=3[O:57][B:49]2[OH:50])=[O:34])[CH2:31]1)[CH2:7][CH2:6][NH:5][C:17]([NH:16][CH2:15][CH2:14][NH2:13])=[O:23]. The catalyst class is: 59. (2) Reactant: [CH3:1][N:2]1[CH:6]=[C:5]([N+:7]([O-:9])=[O:8])[C:4]([C:10]([OH:12])=O)=[N:3]1.[CH:13]1([NH2:18])[CH2:17][CH2:16][CH2:15][CH2:14]1.C1C=CC2N(O)N=NC=2C=1.CCN=C=NCCCN(C)C. Product: [CH:13]1([NH:18][C:10]([C:4]2[C:5]([N+:7]([O-:9])=[O:8])=[CH:6][N:2]([CH3:1])[N:3]=2)=[O:12])[CH2:17][CH2:16][CH2:15][CH2:14]1. The catalyst class is: 18. (3) Reactant: [CH3:1][O:2][C:3](=[O:54])[CH2:4][C@H:5]([O:46][Si](C(C)(C)C)(C)C)[CH2:6][C:7](=[O:45])[CH:8]=[CH:9][C:10]1[N:11]([CH:42]([CH3:44])[CH3:43])[C:12]([C:29](=[O:41])[NH:30][C:31]2[CH:36]=[CH:35][C:34]([S:37](=[O:40])(=[O:39])[NH2:38])=[CH:33][CH:32]=2)=[C:13]([C:22]2[CH:27]=[CH:26][C:25]([F:28])=[CH:24][CH:23]=2)[C:14]=1[C:15]1[CH:20]=[CH:19][C:18]([F:21])=[CH:17][CH:16]=1.F. Product: [CH3:1][O:2][C:3](=[O:54])[CH2:4][C@H:5]([OH:46])[CH2:6][C:7](=[O:45])[CH:8]=[CH:9][C:10]1[N:11]([CH:42]([CH3:43])[CH3:44])[C:12]([C:29](=[O:41])[NH:30][C:31]2[CH:32]=[CH:33][C:34]([S:37](=[O:39])(=[O:40])[NH2:38])=[CH:35][CH:36]=2)=[C:13]([C:22]2[CH:27]=[CH:26][C:25]([F:28])=[CH:24][CH:23]=2)[C:14]=1[C:15]1[CH:20]=[CH:19][C:18]([F:21])=[CH:17][CH:16]=1. The catalyst class is: 10. (4) Reactant: [CH3:1][C:2]([C:7]1[CH:12]=[CH:11][C:10]([B:13]2[O:17][C:16]([CH3:19])([CH3:18])[C:15]([CH3:21])([CH3:20])[O:14]2)=[CH:9][CH:8]=1)([CH3:6])[C:3](O)=[O:4].C(Cl)CCl.C1C=CC2N(O)N=NC=2C=1.[CH3:36][CH:37]([CH3:40])[CH2:38][NH2:39]. Product: [CH2:38]([NH:39][C:3](=[O:4])[C:2]([CH3:6])([C:7]1[CH:8]=[CH:9][C:10]([B:13]2[O:14][C:15]([CH3:20])([CH3:21])[C:16]([CH3:18])([CH3:19])[O:17]2)=[CH:11][CH:12]=1)[CH3:1])[CH:37]([CH3:40])[CH3:36]. The catalyst class is: 2. (5) The catalyst class is: 5. Product: [CH2:1]([NH:8][C:9]1[N:14]=[C:13]([CH3:15])[C:12]([CH:16]([CH2:21][CH2:22][CH3:23])[C:17]([OH:19])=[O:18])=[C:11]([C:24]2[CH:25]=[CH:26][C:27]([CH3:30])=[CH:28][CH:29]=2)[N:10]=1)[C:2]1[CH:3]=[CH:4][CH:5]=[CH:6][CH:7]=1. Reactant: [CH2:1]([NH:8][C:9]1[N:14]=[C:13]([CH3:15])[C:12]([CH:16]([CH2:21][CH2:22][CH3:23])[C:17]([O:19]C)=[O:18])=[C:11]([C:24]2[CH:29]=[CH:28][C:27]([CH3:30])=[CH:26][CH:25]=2)[N:10]=1)[C:2]1[CH:7]=[CH:6][CH:5]=[CH:4][CH:3]=1.[OH-].[Na+].